Dataset: Forward reaction prediction with 1.9M reactions from USPTO patents (1976-2016). Task: Predict the product of the given reaction. (1) The product is: [Br:1][C:2]1[C:3]([NH:16][C:19](=[O:28])[O:42][C:38]([CH3:41])([CH3:40])[CH3:39])=[N:4][N:5]2[CH:10]=[CH:9][CH:8]=[N:7][C:6]=12. Given the reactants [Br:1][C:2]1[C:3](C(O)=O)=[N:4][N:5]2[CH:10]=[CH:9][CH:8]=[N:7][C:6]=12.C([N:16]([CH2:19]C)CC)C.C1(P(N=[N+]=[N-])(C2C=CC=CC=2)=[O:28])C=CC=CC=1.[C:38]([OH:42])([CH3:41])([CH3:40])[CH3:39], predict the reaction product. (2) The product is: [N:1]1([S:11]([C:14]2[CH:15]=[C:16]([N:20]3[C:25](=[O:26])[C:24]4=[C:27]([C:30]([NH2:37])=[O:32])[S:28][CH:29]=[C:23]4[NH:22][C:21]3=[O:33])[CH:17]=[CH:18][CH:19]=2)(=[O:12])=[O:13])[C:10]2[C:5](=[CH:6][CH:7]=[CH:8][CH:9]=2)[CH2:4][CH2:3][CH2:2]1. Given the reactants [N:1]1([S:11]([C:14]2[CH:15]=[C:16]([N:20]3[C:25](=[O:26])[C:24]4=[C:27]([C:30]([OH:32])=O)[S:28][CH:29]=[C:23]4[NH:22][C:21]3=[O:33])[CH:17]=[CH:18][CH:19]=2)(=[O:13])=[O:12])[C:10]2[C:5](=[CH:6][CH:7]=[CH:8][CH:9]=2)[CH2:4][CH2:3][CH2:2]1.Cl.C([N:37]=C=NCCCN(C)C)C.[NH4+].C(=O)(O)[O-].[Na+], predict the reaction product. (3) Given the reactants [CH2:1](Br)[CH:2]=C.C[C:6]1[CH:7]=[C:8]([O:12][CH3:13])[CH:9]=[CH:10][CH:11]=1, predict the reaction product. The product is: [C:8]1([O:12][CH2:13][CH:1]=[CH2:2])[CH:7]=[CH:6][CH:11]=[CH:10][CH:9]=1. (4) Given the reactants Br[C:2]1[CH:10]=[CH:9][C:8]([N+:11]([O-:13])=[O:12])=[C:7]2[C:3]=1[CH2:4][N:5]([CH3:15])[C:6]2=[O:14].[NH:16]1[CH2:21][CH2:20][O:19][CH2:18][CH2:17]1.CCN(C(C)C)C(C)C, predict the reaction product. The product is: [CH3:15][N:5]1[CH2:4][C:3]2[C:7](=[C:8]([N+:11]([O-:13])=[O:12])[CH:9]=[CH:10][C:2]=2[N:16]2[CH2:21][CH2:20][O:19][CH2:18][CH2:17]2)[C:6]1=[O:14]. (5) Given the reactants [CH2:1]([O:3][C:4]([C:6]1[N:10]2[CH2:11][C:12](=O)[N:13]([C:14]3[C:19]([CH3:20])=[CH:18][C:17]([CH3:21])=[CH:16][C:15]=3[CH3:22])[C:9]2=[N:8][C:7]=1[C:24]([F:27])([F:26])[F:25])=[O:5])[CH3:2].P(Cl)(Cl)([Cl:30])=O, predict the reaction product. The product is: [CH2:1]([O:3][C:4]([C:6]1[N:10]2[CH:11]=[C:12]([Cl:30])[N:13]([C:14]3[C:19]([CH3:20])=[CH:18][C:17]([CH3:21])=[CH:16][C:15]=3[CH3:22])[C:9]2=[N:8][C:7]=1[C:24]([F:27])([F:26])[F:25])=[O:5])[CH3:2]. (6) Given the reactants [CH2:1]([N:5]([CH3:24])[C:6]([C:8]1[CH:9]=[C:10]([C:21](O)=[O:22])[CH:11]=[C:12]([C:14]2[CH:19]=[CH:18][C:17]([CH3:20])=[CH:16][CH:15]=2)[CH:13]=1)=[O:7])[CH:2]([CH3:4])[CH3:3].CCN=C=NCCCN(C)C.Cl.O.ON1C2C=CC=CC=2N=N1.[Cl:48][C:49]1[CH:54]=[CH:53][C:52]([CH2:55][NH2:56])=[CH:51][N:50]=1.C(N(CC)C(C)C)(C)C, predict the reaction product. The product is: [Cl:48][C:49]1[N:50]=[CH:51][C:52]([CH2:55][NH:56][C:21]([C:10]2[CH:11]=[C:12]([C:14]3[CH:19]=[CH:18][C:17]([CH3:20])=[CH:16][CH:15]=3)[CH:13]=[C:8]([C:6]([N:5]([CH2:1][CH:2]([CH3:4])[CH3:3])[CH3:24])=[O:7])[CH:9]=2)=[O:22])=[CH:53][CH:54]=1. (7) Given the reactants [F:1][C:2]1[CH:3]=[C:4]([CH:15]([CH3:20])[C:16]([O:18][CH3:19])=[O:17])[CH:5]=[CH:6][C:7]=1[C:8]1[CH:13]=[CH:12][CH:11]=[C:10]([OH:14])[CH:9]=1.[CH2:21]([N:29]=[C:30]=[O:31])[CH2:22][CH2:23][CH2:24][CH2:25][CH2:26][CH2:27][CH3:28], predict the reaction product. The product is: [F:1][C:2]1[CH:3]=[C:4]([CH:15]([CH3:20])[C:16]([O:18][CH3:19])=[O:17])[CH:5]=[CH:6][C:7]=1[C:8]1[CH:13]=[CH:12][CH:11]=[C:10]([O:14][C:30](=[O:31])[NH:29][CH2:21][CH2:22][CH2:23][CH2:24][CH2:25][CH2:26][CH2:27][CH3:28])[CH:9]=1. (8) The product is: [Cl:13][C:14]1[CH:19]=[CH:18][C:17]([CH2:20][CH2:21][CH:22]2[NH:12][CH2:11][CH2:10][N:5]3[C:4]([CH:1]4[CH2:3][CH2:2]4)=[N:8][C:7]([I:9])=[C:6]23)=[CH:16][C:15]=1[F:24]. Given the reactants [CH:1]1([C:4]2[N:5]([CH2:10][CH2:11][NH2:12])[CH:6]=[C:7]([I:9])[N:8]=2)[CH2:3][CH2:2]1.[Cl:13][C:14]1[CH:19]=[CH:18][C:17]([CH2:20][CH2:21][CH:22]=O)=[CH:16][C:15]=1[F:24], predict the reaction product. (9) Given the reactants [C:1]([C:5]1[CH:30]=[C:8]2[N:9]=[C:10]([CH3:29])[C:11]([CH:21]([CH2:26][CH2:27][CH3:28])[C:22]([O:24]C)=[O:23])=[C:12]([C:13]3[CH:18]=[CH:17][C:16]([CH3:19])=[CH:15][C:14]=3[F:20])[N:7]2[N:6]=1)([CH3:4])([CH3:3])[CH3:2].[OH-].[Na+], predict the reaction product. The product is: [C:1]([C:5]1[CH:30]=[C:8]2[N:9]=[C:10]([CH3:29])[C:11]([CH:21]([CH2:26][CH2:27][CH3:28])[C:22]([OH:24])=[O:23])=[C:12]([C:13]3[CH:18]=[CH:17][C:16]([CH3:19])=[CH:15][C:14]=3[F:20])[N:7]2[N:6]=1)([CH3:3])([CH3:4])[CH3:2]. (10) Given the reactants [Cl:1][C:2]1[CH:7]=[CH:6][CH:5]=[C:4](Cl)[C:3]=1[O:9][CH3:10].[OH-:11].[K+].CC(C1C=C(C(C)C)C(C2C(P(C(C)(C)C)C(C)(C)C)=CC=CC=2)=C(C(C)C)C=1)C.Cl, predict the reaction product. The product is: [Cl:1][C:2]1[C:3]([O:9][CH3:10])=[C:4]([OH:11])[CH:5]=[CH:6][CH:7]=1.